The task is: Binary Classification. Given a drug SMILES string, predict its activity (active/inactive) in a high-throughput screening assay against a specified biological target.. This data is from Kir2.1 potassium channel HTS with 301,493 compounds. (1) The drug is Brc1c(OCCCC)c(OCC)cc(c1)/C=N\O. The result is 1 (active). (2) The compound is S(=O)(=O)(N1CCCC1)c1cc(NC(=O)CN2C(=O)C(NC2=O)Cc2c3c([nH]c2)cccc3)ccc1. The result is 0 (inactive).